From a dataset of Full USPTO retrosynthesis dataset with 1.9M reactions from patents (1976-2016). Predict the reactants needed to synthesize the given product. Given the product [C:1]([O:5][C:6]([NH:7][C:8]1[CH:13]=[CH:12][C:11]([CH:14]([CH2:15][O:16][S:28]([CH3:27])(=[O:30])=[O:29])[CH2:17][O:18][S:28]([CH3:27])(=[O:30])=[O:29])=[CH:10][CH:9]=1)=[O:19])([CH3:4])([CH3:2])[CH3:3], predict the reactants needed to synthesize it. The reactants are: [C:1]([O:5][C:6](=[O:19])[NH:7][C:8]1[CH:13]=[CH:12][C:11]([CH:14]([CH2:17][OH:18])[CH2:15][OH:16])=[CH:10][CH:9]=1)([CH3:4])([CH3:3])[CH3:2].CCN(CC)CC.[CH3:27][S:28](Cl)(=[O:30])=[O:29].